From a dataset of Catalyst prediction with 721,799 reactions and 888 catalyst types from USPTO. Predict which catalyst facilitates the given reaction. (1) Reactant: [CH3:1][C:2]1[S:3][C:4]([C:8]2[N:9]=[C:10]([NH:13][C:14]3[CH:15]=[C:16]([CH:20]=[CH:21][C:22]=3[OH:23])[C:17]([NH2:19])=[O:18])[S:11][CH:12]=2)=[C:5]([CH3:7])[N:6]=1.[C:24]1(P(C2C=CC=CC=2)C2C=CC=CC=2)[CH:29]=CC=C[CH:25]=1.C(O)CC.N(C(OC(C)C)=O)=NC(OC(C)C)=O. Product: [CH3:1][C:2]1[S:3][C:4]([C:8]2[N:9]=[C:10]([NH:13][C:14]3[CH:15]=[C:16]([CH:20]=[CH:21][C:22]=3[O:23][CH2:25][CH2:24][CH3:29])[C:17]([NH2:19])=[O:18])[S:11][CH:12]=2)=[C:5]([CH3:7])[N:6]=1. The catalyst class is: 1. (2) Reactant: [Br:1][C:2]1[CH:7]=[CH:6][C:5]([N:8]2[CH:12]=[CH:11][C:10]([NH2:13])=[N:9]2)=[CH:4][C:3]=1[O:14][CH3:15].N1C=CC=CC=1.[F:22][C:23]([F:34])([F:33])[C:24](O[C:24](=[O:25])[C:23]([F:34])([F:33])[F:22])=[O:25]. Product: [Br:1][C:2]1[CH:7]=[CH:6][C:5]([N:8]2[CH:12]=[CH:11][C:10]([NH:13][C:24](=[O:25])[C:23]([F:34])([F:33])[F:22])=[N:9]2)=[CH:4][C:3]=1[O:14][CH3:15]. The catalyst class is: 2. (3) Reactant: [CH:1]([C:4]1([CH2:9][CH2:10][OH:11])[O:8][CH2:7][CH2:6][O:5]1)([CH3:3])[CH3:2].C(N(CC)CC)C.[CH3:19][S:20](Cl)(=[O:22])=[O:21]. Product: [CH:1]([C:4]1([CH2:9][CH2:10][O:11][S:20]([CH3:19])(=[O:22])=[O:21])[O:8][CH2:7][CH2:6][O:5]1)([CH3:3])[CH3:2]. The catalyst class is: 2. (4) Reactant: [C:1]([C:4]1[CH:9]=[CH:8][CH:7]=[CH:6][C:5]=1B(O)O)(=[O:3])[CH3:2].C(=O)([O-])[O-].[Na+].[Na+].Br[C:20]1[S:21][CH:22]=[C:23]([C:25]([N:27]2[CH:36]3[CH:31]([CH2:32][CH2:33][CH2:34][CH2:35]3)[CH2:30][CH2:29][CH2:28]2)=[O:26])[N:24]=1. Product: [N:27]1([C:25]([C:23]2[N:24]=[C:20]([C:5]3[CH:6]=[CH:7][CH:8]=[CH:9][C:4]=3[C:1](=[O:3])[CH3:2])[S:21][CH:22]=2)=[O:26])[CH:36]2[CH:31]([CH2:32][CH2:33][CH2:34][CH2:35]2)[CH2:30][CH2:29][CH2:28]1. The catalyst class is: 104. (5) Reactant: [CH2:1]([N:5]([CH3:29])[CH2:6][CH2:7][CH2:8][CH2:9][CH2:10][N:11]1[C:19]2[C:14](=[CH:15][CH:16]=[CH:17][CH:18]=2)[C:13]2[CH2:20][CH2:21][S:22][C:23]3[CH:28]=[CH:27][CH:26]=[CH:25][C:24]=3[C:12]1=2)[CH2:2][CH2:3][CH3:4].[C:30]([OH:37])(=[O:36])/[CH:31]=[CH:32]/[C:33]([OH:35])=[O:34]. Product: [C:30]([OH:37])(=[O:36])/[CH:31]=[CH:32]/[C:33]([OH:35])=[O:34].[CH2:1]([N:5]([CH3:29])[CH2:6][CH2:7][CH2:8][CH2:9][CH2:10][N:11]1[C:19]2[C:14](=[CH:15][CH:16]=[CH:17][CH:18]=2)[C:13]2[CH2:20][CH2:21][S:22][C:23]3[CH:28]=[CH:27][CH:26]=[CH:25][C:24]=3[C:12]1=2)[CH2:2][CH2:3][CH3:4]. The catalyst class is: 8.